From a dataset of Catalyst prediction with 721,799 reactions and 888 catalyst types from USPTO. Predict which catalyst facilitates the given reaction. (1) Product: [Br:1][C:2]1[CH:7]=[C:6]([C:8](=[NH:9])[NH:16][OH:17])[CH:5]=[CH:4][N:3]=1. The catalyst class is: 8. Reactant: [Br:1][C:2]1[CH:7]=[C:6]([C:8]#[N:9])[CH:5]=[CH:4][N:3]=1.C(=O)(O)[O-].[Na+].Cl.[NH2:16][OH:17]. (2) Reactant: [CH2:1]([O:3][C:4]([C:6]1[NH:14][C:9]2=[N:10][CH:11]=[CH:12][CH:13]=[C:8]2[CH:7]=1)=[O:5])[CH3:2].[C:15](O[C:15]([O:17][C:18]([CH3:21])([CH3:20])[CH3:19])=[O:16])([O:17][C:18]([CH3:21])([CH3:20])[CH3:19])=[O:16]. Product: [CH3:2][CH2:1][O:3][C:4]([C:6]1[N:14]([C:15]([O:17][C:18]([CH3:21])([CH3:20])[CH3:19])=[O:16])[C:9]2=[N:10][CH:11]=[CH:12][CH:13]=[C:8]2[CH:7]=1)=[O:5]. The catalyst class is: 599. (3) Reactant: [NH:1]1[C:5]2=[N:6][CH:7]=[CH:8][CH:9]=[C:4]2[CH:3]=[C:2]1[CH:10]=[O:11].[H-].[Na+].FC(F)(F)S(O[CH2:20][C:21]([F:24])([F:23])[F:22])(=O)=O. Product: [F:22][C:21]([F:24])([F:23])[CH2:20][N:1]1[C:5]2=[N:6][CH:7]=[CH:8][CH:9]=[C:4]2[CH:3]=[C:2]1[CH:10]=[O:11]. The catalyst class is: 9.